Dataset: Reaction yield outcomes from USPTO patents with 853,638 reactions. Task: Predict the reaction yield, written as a fraction of the theoretical maximum amount of product (1.0 means a 100% yield; for example, 0.34 means a 34% yield). (1) The reactants are [Cl:1][C:2]1[C:7]([CH:8]=[N:9][OH:10])=[C:6]([Cl:11])[N:5]=[CH:4][N:3]=1.[Cl:12]N1C(=O)CCC1=O. The catalyst is CN(C=O)C.C(OCC)(=O)C. The product is [Cl:11][C:6]1[C:7]([C:8]([Cl:12])=[N:9][OH:10])=[C:2]([Cl:1])[N:3]=[CH:4][N:5]=1. The yield is 1.00. (2) The reactants are [OH:1][CH2:2][CH2:3][N:4]([CH:22]([CH3:24])[CH3:23])[C:5]([C:7]1[S:8][C:9]2[CH2:10][CH2:11][O:12][C:13]3[CH:20]=[CH:19][C:18](Br)=[CH:17][C:14]=3[C:15]=2[N:16]=1)=[O:6].[CH3:25][C:26]1[C:31](B(O)O)=[CH:30][CH:29]=[CH:28][N:27]=1. No catalyst specified. The product is [OH:1][CH2:2][CH2:3][N:4]([CH:22]([CH3:24])[CH3:23])[C:5]([C:7]1[S:8][C:9]2[CH2:10][CH2:11][O:12][C:13]3[CH:20]=[CH:19][C:18]([C:31]4[C:26]([CH3:25])=[N:27][CH:28]=[CH:29][CH:30]=4)=[CH:17][C:14]=3[C:15]=2[N:16]=1)=[O:6]. The yield is 0.170. (3) The product is [C:1]([NH:4][C:5]1[S:6][C:7]([C:12]([O:14][CH2:15][CH3:16])=[O:13])=[C:8](/[CH:10]=[CH:49]/[C:48]2[CH:51]=[CH:52][C:45]([N+:42]([O-:44])=[O:43])=[CH:46][CH:47]=2)[N:9]=1)(=[O:3])[CH3:2]. The catalyst is CN(C)C=O. The reactants are [C:1]([NH:4][C:5]1[S:6][C:7]([C:12]([O:14][CH2:15][CH3:16])=[O:13])=[C:8]([CH2:10]Cl)[N:9]=1)(=[O:3])[CH3:2].C1(P(C2C=CC=CC=2)C2C=CC=CC=2)C=CC=CC=1.CC(C)([O-])C.[K+].[N+:42]([C:45]1[CH:52]=[CH:51][C:48]([CH:49]=O)=[CH:47][CH:46]=1)([O-:44])=[O:43]. The yield is 0.727. (4) The reactants are [CH2:1]1[C:4]2([O:8][CH2:7][CH2:6][O:5]2)[CH2:3][CH:2]1[C:9]#[N:10].F[C:12]1[CH:17]=[C:16]([C:18]([F:21])([F:20])[F:19])[CH:15]=[CH:14][N:13]=1.C[Si](C)(C)[N-][Si](C)(C)C.[K+]. The catalyst is C1(C)C=CC=CC=1. The product is [F:19][C:18]([F:21])([F:20])[C:16]1[CH:15]=[CH:14][N:13]=[C:12]([C:2]2([C:9]#[N:10])[CH2:1][C:4]3([O:8][CH2:7][CH2:6][O:5]3)[CH2:3]2)[CH:17]=1. The yield is 0.673. (5) The reactants are Br[C:2]1[CH:3]=[C:4]2[C:9](=[N:10][CH:11]=1)[NH:8][C:7](=[O:12])[CH2:6][CH2:5]2.[F:13][C:14]([F:25])([F:24])[C:15]1[CH:20]=[CH:19][C:18](B(O)O)=[CH:17][CH:16]=1.C(=O)([O-])[O-].[K+].[K+]. The catalyst is C1C=CC([P]([Pd]([P](C2C=CC=CC=2)(C2C=CC=CC=2)C2C=CC=CC=2)([P](C2C=CC=CC=2)(C2C=CC=CC=2)C2C=CC=CC=2)[P](C2C=CC=CC=2)(C2C=CC=CC=2)C2C=CC=CC=2)(C2C=CC=CC=2)C2C=CC=CC=2)=CC=1.CN(C)C=O. The product is [F:13][C:14]([F:25])([F:24])[C:15]1[CH:20]=[CH:19][C:18]([C:2]2[CH:3]=[C:4]3[C:9](=[N:10][CH:11]=2)[NH:8][C:7](=[O:12])[CH2:6][CH2:5]3)=[CH:17][CH:16]=1. The yield is 0.730. (6) The reactants are [N:1]1([C:8]2[N:13]=[C:12]([CH:14]3[CH2:16][CH2:15]3)[N:11]=[C:10]([NH:17][CH:18]3[CH2:20][CH2:19]3)[C:9]=2[N+:21]([O-])=O)[CH2:7][CH2:6][CH2:5][CH2:4][CH2:3][CH2:2]1.S(S([O-])=O)([O-])=O.[Na+].[Na+].N. The catalyst is O1CCOCC1.O.C(OCC)(=O)C. The product is [N:1]1([C:8]2[N:13]=[C:12]([CH:14]3[CH2:16][CH2:15]3)[N:11]=[C:10]([NH:17][CH:18]3[CH2:19][CH2:20]3)[C:9]=2[NH2:21])[CH2:7][CH2:6][CH2:5][CH2:4][CH2:3][CH2:2]1. The yield is 0.300. (7) The reactants are C([S:4][CH2:5][CH2:6][CH2:7][CH2:8][CH2:9][CH2:10][CH2:11][CH2:12][CH:13]([CH:19]([CH2:25][CH2:26][CH2:27][CH2:28][CH2:29][CH2:30][CH2:31][CH2:32][S:33]C(=O)C)[CH2:20][C:21](OC)=[O:22])[CH2:14][C:15](OC)=[O:16])(=O)C.C1COCC1.CC(C[AlH]CC(C)C)C. The catalyst is C1(C)C=CC=CC=1. The product is [SH:4][CH2:5][CH2:6][CH2:7][CH2:8][CH2:9][CH2:10][CH2:11][CH2:12][CH:13]([CH:19]([CH2:25][CH2:26][CH2:27][CH2:28][CH2:29][CH2:30][CH2:31][CH2:32][SH:33])[CH2:20][CH2:21][OH:22])[CH2:14][CH2:15][OH:16]. The yield is 0.300.